This data is from Full USPTO retrosynthesis dataset with 1.9M reactions from patents (1976-2016). The task is: Predict the reactants needed to synthesize the given product. (1) Given the product [CH3:1][O:2][C:3]1[CH:4]=[C:5]2[C:10](=[CH:11][C:12]=1[O:13][CH3:14])[N:9]=[CH:8][N:7]=[C:6]2[O:15][C:16]1[CH:22]=[CH:21][C:19]([NH:20][C:41](=[O:47])[O:42][CH2:43][CH2:58][CH2:57][S:56][C:53]2[CH:54]=[CH:55][C:50]([Cl:49])=[CH:51][C:52]=2[CH3:61])=[CH:18][CH:17]=1, predict the reactants needed to synthesize it. The reactants are: [CH3:1][O:2][C:3]1[CH:4]=[C:5]2[C:10](=[CH:11][C:12]=1[O:13][CH3:14])[N:9]=[CH:8][N:7]=[C:6]2[O:15][C:16]1[CH:22]=[CH:21][C:19]([NH2:20])=[CH:18][CH:17]=1.C1(C)C=CC=CC=1.C(N(CC)CC)C.ClC(Cl)(O[C:41](=[O:47])[O:42][C:43](Cl)(Cl)Cl)Cl.[Cl:49][C:50]1[CH:55]=[CH:54][C:53]([S:56][CH2:57][CH2:58]CO)=[C:52]([CH3:61])[CH:51]=1. (2) Given the product [CH:11]([C:9]1[N:8]([CH3:14])[C:5]2=[N:6][CH:7]=[C:2]([B:18]3[O:19][C:20]([CH3:22])([CH3:21])[C:16]([CH3:32])([CH3:15])[O:17]3)[CH:3]=[C:4]2[N:10]=1)([CH3:13])[CH3:12], predict the reactants needed to synthesize it. The reactants are: Br[C:2]1[CH:3]=[C:4]2[N:10]=[C:9]([CH:11]([CH3:13])[CH3:12])[N:8]([CH3:14])[C:5]2=[N:6][CH:7]=1.[CH3:15][C:16]1([CH3:32])[C:20]([CH3:22])([CH3:21])[O:19][B:18]([B:18]2[O:19][C:20]([CH3:22])([CH3:21])[C:16]([CH3:32])([CH3:15])[O:17]2)[O:17]1.C([O-])(=O)C.[K+].